Dataset: Catalyst prediction with 721,799 reactions and 888 catalyst types from USPTO. Task: Predict which catalyst facilitates the given reaction. (1) Reactant: [F:1][C:2]1[CH:3]=[C:4]([CH:19]=[CH:20][CH:21]=1)[CH2:5][O:6][C:7]1[CH:15]=[CH:14][C:10]([C:11]([OH:13])=O)=[C:9]([N+:16]([O-])=O)[CH:8]=1.FC1C=C(C=CC=1)COC(=O)[C:29]1C=CC(OCC2C=CC=C(F)C=2)=C[C:30]=1[N+:44]([O-])=O.COC(=O)C1C=CC(OCC2C=CC=C(F)C=2)=CC=1[N+:69]([O-])=O.O.[OH-].[Li+].[OH-].[Na+].[CH2:78]1[CH2:82][O:81]CC1. Product: [F:1][C:2]1[CH:3]=[C:4]([CH:19]=[CH:20][CH:21]=1)[CH2:5][O:6][C:7]1[CH:8]=[C:9]2[C:10]([C:11](=[O:13])[N:44]([CH2:78][C:82]([NH2:69])=[O:81])[C:30]([CH3:29])=[N:16]2)=[CH:14][CH:15]=1. The catalyst class is: 6. (2) Reactant: [CH3:1][C:2]([O:4][C@H:5]1[C:15](=[O:16])[N:14]([CH2:17][CH2:18][N:19]([CH3:21])[CH3:20])[C:13]2[CH:12]=[CH:11][CH:10]=[CH:9][C:8]=2[S:7][C@H:6]1[C:22]1[CH:23]=[CH:24][C:25]([O:28][CH3:29])=[CH:26][CH:27]=1)=[O:3].Cl.C(O)(=O)/C=C/C(O)=O. Product: [CH3:1][C:2]([O:4][C@H:5]1[C:15](=[O:16])[N:14]([CH2:17][CH2:18][N:19]([CH3:21])[CH3:20])[C:13]2[CH:12]=[CH:11][CH:10]=[CH:9][C:8]=2[S:7][C@H:6]1[C:22]1[CH:23]=[CH:24][C:25]([O:28][CH3:29])=[CH:26][CH:27]=1)=[O:3]. The catalyst class is: 511. (3) Reactant: [F:1][C:2]1[C:3]([C:8](Cl)=[N:9][OH:10])=[N:4][CH:5]=[CH:6][CH:7]=1.[Cl:12][C:13]1[CH:14]=[C:15]([CH:17]=[CH:18][CH:19]=1)[NH2:16].CCOC(C)=O.O. Product: [Cl:12][C:13]1[CH:14]=[C:15]([NH:16][C:8](=[N:9][OH:10])[C:3]2[C:2]([F:1])=[CH:7][CH:6]=[CH:5][N:4]=2)[CH:17]=[CH:18][CH:19]=1. The catalyst class is: 12. (4) Reactant: [NH2:1][C:2]([C:4]1[CH:9]=[C:8]([C:10]([NH:12][CH2:13][C:14]([CH3:17])([CH3:16])[CH3:15])=[O:11])[CH:7]=[CH:6][C:5]=1[C:18]1[C:23]([CH3:24])=[C:22]([F:25])[CH:21]=[C:20]([C:26]([OH:28])=O)[CH:19]=1)=[O:3].CN(C(ON1N=NC2C=CC=CC1=2)=[N+](C)C)C.F[P-](F)(F)(F)(F)F.CCN(CC)CC.[NH2:60][CH2:61][C@H:62]([OH:64])[CH3:63]. Product: [CH3:15][C:14]([CH3:17])([CH3:16])[CH2:13][NH:12][C:10]([C:8]1[CH:9]=[C:4]([C:2]([NH2:1])=[O:3])[C:5]([C:18]2[C:23]([CH3:24])=[C:22]([F:25])[CH:21]=[C:20]([C:26]([NH:60][CH2:61][C@H:62]([OH:64])[CH3:63])=[O:28])[CH:19]=2)=[CH:6][CH:7]=1)=[O:11]. The catalyst class is: 3. (5) Reactant: [CH3:1][C:2]1[C:6]2[CH:7]=[CH:8][CH:9]=[CH:10][C:5]=2[S:4][CH:3]=1.CC(OC(C)=O)=O.[OH:18][S:19](O)(=[O:21])=[O:20]. Product: [CH3:1][C:2]1[C:6]2[CH:7]=[CH:8][CH:9]=[CH:10][C:5]=2[S:4][C:3]=1[S:19]([OH:21])(=[O:20])=[O:18]. The catalyst class is: 25.